This data is from Reaction yield outcomes from USPTO patents with 853,638 reactions. The task is: Predict the reaction yield, written as a fraction of the theoretical maximum amount of product (1.0 means a 100% yield; for example, 0.34 means a 34% yield). (1) The reactants are [CH:1]1[C:11]2[CH2:10][CH2:9][C:8]3[CH:12]=[CH:13][CH:14]=[CH:15][C:7]=3[NH:6][C:5]=2[CH:4]=[CH:3][C:2]=1[CH:16]=[O:17].CS(C)=[O:20].P([O-])(O)(O)=O.[Na+].Cl([O-])=O.[Na+]. The catalyst is C(#N)C.O.C(OCC)(=O)C. The product is [CH:1]1[C:11]2[CH2:10][CH2:9][C:8]3[CH:12]=[CH:13][CH:14]=[CH:15][C:7]=3[NH:6][C:5]=2[CH:4]=[CH:3][C:2]=1[C:16]([OH:20])=[O:17]. The yield is 0.840. (2) The reactants are [H-].[Na+].C(O[C:6](=[O:22])[CH2:7][N:8]=[C:9]([C:16]1[CH:21]=[CH:20][CH:19]=[CH:18][CH:17]=1)[C:10]1[CH:15]=[CH:14][CH:13]=[CH:12][CH:11]=1)C.Br.[NH2:24][C:25]1[C:30]([CH2:31]Br)=[CH:29][C:28]([Br:33])=[CH:27][N:26]=1. The catalyst is CN(C=O)C. The product is [C:9](=[N:8][CH:7]1[CH2:31][C:30]2[C:25](=[N:26][CH:27]=[C:28]([Br:33])[CH:29]=2)[NH:24][C:6]1=[O:22])([C:10]1[CH:11]=[CH:12][CH:13]=[CH:14][CH:15]=1)[C:16]1[CH:17]=[CH:18][CH:19]=[CH:20][CH:21]=1. The yield is 0.560. (3) The reactants are [NH2:1][C:2]1[CH:11]=[CH:10][CH:9]=[C:8]2[C:3]=1[C:4](=[O:21])[N:5]([CH:13]1[CH2:18][CH2:17][C:16](=[O:19])[NH:15][C:14]1=[O:20])[C:6]([CH3:12])=[N:7]2.[Cl:22][CH2:23][C:24](Cl)=[O:25].C(#N)C. The catalyst is CO. The product is [Cl:22][CH2:23][C:24]([NH:1][C:2]1[CH:11]=[CH:10][CH:9]=[C:8]2[C:3]=1[C:4](=[O:21])[N:5]([CH:13]1[CH2:18][CH2:17][C:16](=[O:19])[NH:15][C:14]1=[O:20])[C:6]([CH3:12])=[N:7]2)=[O:25]. The yield is 0.900. (4) The reactants are [H-].[Na+].[NH:3]1[C:13]2[C:8](=[CH:9][CH:10]=[CH:11][CH:12]=2)[C:6](=[O:7])[C:4]1=[O:5].Br[CH2:15][CH2:16][CH:17]1[CH2:19][CH2:18]1. The catalyst is CN(C)C=O. The product is [CH:17]1([CH2:16][CH2:15][N:3]2[C:13]3[C:8](=[CH:9][CH:10]=[CH:11][CH:12]=3)[C:6](=[O:7])[C:4]2=[O:5])[CH2:19][CH2:18]1. The yield is 0.900.